Predict the reactants needed to synthesize the given product. From a dataset of Retrosynthesis with 50K atom-mapped reactions and 10 reaction types from USPTO. (1) Given the product CN(C)CCNCc1ccc2c(c1)OCCc1cc(C(=O)N(C)c3ccccc3Cl)sc1-2, predict the reactants needed to synthesize it. The reactants are: CN(C(=O)c1cc2c(s1)-c1ccc(CBr)cc1OCC2)c1ccccc1Cl.CN(C)CCN. (2) Given the product Cc1ccccc1OCC(=O)Nc1ccc(-c2nc3cc(-c4cccnc4)ccc3o2)cc1, predict the reactants needed to synthesize it. The reactants are: Cc1ccccc1OCC(=O)Nc1ccc(-c2nc3cc(Br)ccc3o2)cc1.OB(O)c1cccnc1. (3) Given the product Cc1ccc(-n2c(CC[C@H](NC(=O)OC(C)(C)C)C(=O)OCc3ccccc3)nc3cc(C)c(C)cc32)cc1, predict the reactants needed to synthesize it. The reactants are: Cc1cc2nc(CC[C@H](NC(=O)OC(C)(C)C)C(=O)OCc3ccccc3)[nH]c2cc1C.Cc1ccc(B(O)O)cc1.